Task: Predict the reactants needed to synthesize the given product.. Dataset: Full USPTO retrosynthesis dataset with 1.9M reactions from patents (1976-2016) (1) Given the product [Cl:1][C:2]1[CH:3]=[C:4]2[C:5]([C:17](=[O:18])[NH:19][CH:12]=[N:11]2)=[CH:9][CH:10]=1, predict the reactants needed to synthesize it. The reactants are: [Cl:1][C:2]1[CH:3]=[C:4]([NH2:11])[C:5](=[CH:9][CH:10]=1)C(O)=O.[CH:12]([O-])([O-])OC.[CH3:17][OH:18].[NH3:19]. (2) Given the product [CH3:6][N:7]1[C:11]2=[N:12][CH:13]=[CH:14][CH:15]=[C:10]2[C:9]([CH:16]=[O:17])=[CH:8]1, predict the reactants needed to synthesize it. The reactants are: P(Cl)(Cl)(Cl)=O.[CH3:6][N:7]1[C:11]2=[N:12][CH:13]=[CH:14][CH:15]=[C:10]2[CH:9]=[CH:8]1.[C:16](=O)(O)[O-:17].[Na+]. (3) Given the product [CH3:35][N:36]1[CH2:41][CH2:40][N:39]([CH2:33][CH2:32][N:29]2[C:9]3[N:10]=[C:11]([C:13]4[CH:18]=[CH:17][C:16]([NH:19][C:20]([NH:22][C:23]5[CH:24]=[CH:25][N:26]=[CH:27][CH:28]=5)=[O:21])=[CH:15][CH:14]=4)[N:12]=[C:7]([N:1]4[CH2:2][CH2:3][O:4][CH2:5][CH2:6]4)[C:8]=3[CH:31]=[CH:30]2)[CH2:38][CH2:37]1, predict the reactants needed to synthesize it. The reactants are: [N:1]1([C:7]2[C:8]3[CH:31]=[CH:30][N:29]([CH2:32][CH:33]=O)[C:9]=3[N:10]=[C:11]([C:13]3[CH:18]=[CH:17][C:16]([NH:19][C:20]([NH:22][C:23]4[CH:28]=[CH:27][N:26]=[CH:25][CH:24]=4)=[O:21])=[CH:15][CH:14]=3)[N:12]=2)[CH2:6][CH2:5][O:4][CH2:3][CH2:2]1.[CH3:35][N:36]1[CH2:41][CH2:40][NH:39][CH2:38][CH2:37]1. (4) Given the product [CH2:2]([O:25][C:17]1[C:16]([CH3:22])=[N:15][N:14]([CH3:23])[C:13](=[O:24])[C:12]=1[C:4]1[C:3]([CH2:1][CH3:2])=[CH:8][C:7]([CH3:9])=[CH:6][C:5]=1[CH2:10][CH3:11])[CH2:1][CH2:3][CH3:4], predict the reactants needed to synthesize it. The reactants are: [CH2:1]([C:3]1[CH:8]=[C:7]([CH3:9])[CH:6]=[C:5]([CH2:10][CH3:11])[C:4]=1[C:12]1[C:13](=[O:24])[N:14]([CH3:23])[N:15]=[C:16]([CH3:22])[C:17]=1S(C)(=O)=O)[CH3:2].[OH-:25].[Na+]. (5) Given the product [CH3:45][O:46][C:47]1[CH:48]=[CH:49][C:50]([N:53]2[CH2:58][CH2:57][N:56]([C:1]([O:2][CH2:3][CH:4]3[CH2:5][CH2:6][N:7]([CH2:10][CH2:11][O:12][CH3:13])[CH2:8][CH2:9]3)=[O:24])[CH2:55][CH2:54]2)=[CH:51][CH:52]=1, predict the reactants needed to synthesize it. The reactants are: [C:1](=[O:24])(OC1C=CC([N+]([O-])=O)=CC=1)[O:2][CH2:3][CH:4]1[CH2:9][CH2:8][N:7]([CH2:10][CH2:11][O:12][CH3:13])[CH2:6][CH2:5]1.CN1CCOCC1.ClC(OC1C=CC([N+]([O-])=O)=CC=1)=O.[CH3:45][O:46][C:47]1[CH:52]=[CH:51][C:50]([N:53]2[CH2:58][CH2:57][NH:56][CH2:55][CH2:54]2)=[CH:49][CH:48]=1.CCN(C(C)C)C(C)C. (6) Given the product [N:8]1[CH:9]=[CH:10][CH:11]=[CH:12][C:7]=1[CH2:6][CH2:5][C:4](=[O:13])[CH2:7][CH2:6][CH:5]=[CH2:4], predict the reactants needed to synthesize it. The reactants are: CON(C)[C:4](=[O:13])[CH2:5][CH2:6][C:7]1[CH:12]=[CH:11][CH:10]=[CH:9][N:8]=1.[Br-].[Cl-].[Na+].